Predict the reaction yield, written as a fraction of the theoretical maximum amount of product (1.0 means a 100% yield; for example, 0.34 means a 34% yield). From a dataset of Reaction yield outcomes from USPTO patents with 853,638 reactions. (1) The reactants are [CH3:1][O:2][C:3]1[CH:27]=[C:26]([O:28][CH3:29])[CH:25]=[CH:24][C:4]=1[CH2:5][N:6]([C:19]1[S:23][N:22]=[CH:21][N:20]=1)[S:7]([C:10]1[CH:15]=[C:14]([F:16])[C:13](F)=[CH:12][C:11]=1[F:18])(=[O:9])=[O:8].[C:30]1([C@@H:36]2[CH2:41][CH2:40][CH2:39][CH2:38][C@H:37]2[OH:42])[CH:35]=[CH:34][CH:33]=[CH:32][CH:31]=1.[H-].[Na+]. The catalyst is CS(C)=O. The product is [CH3:1][O:2][C:3]1[CH:27]=[C:26]([O:28][CH3:29])[CH:25]=[CH:24][C:4]=1[CH2:5][N:6]([C:19]1[S:23][N:22]=[CH:21][N:20]=1)[S:7]([C:10]1[CH:15]=[C:14]([F:16])[C:13]([O:42][C@@H:37]2[CH2:38][CH2:39][CH2:40][CH2:41][C@H:36]2[C:30]2[CH:31]=[CH:32][CH:33]=[CH:34][CH:35]=2)=[CH:12][C:11]=1[F:18])(=[O:8])=[O:9]. The yield is 0.310. (2) The catalyst is C1COCC1.CCCCCC.C(OCC)(=O)C. The reactants are [C:1]([O:5][C:6]1[CH:7]=[C:8]([CH:11]=[CH:12][CH:13]=1)[CH:9]=O)([CH3:4])([CH3:3])[CH3:2].[O:14]([C:21]1[CH:22]=[C:23]([CH:25]=[CH:26][CH:27]=1)[NH2:24])[C:15]1[CH:20]=[CH:19][CH:18]=[CH:17][CH:16]=1.[BH-](OC(C)=O)(OC(C)=O)OC(C)=O.[Na+].C(O)(=O)C. The yield is 0.400. The product is [O:14]([C:21]1[CH:22]=[C:23]([NH:24][CH2:9][C:8]2[CH:11]=[CH:12][CH:13]=[C:6]([O:5][C:1]([CH3:4])([CH3:3])[CH3:2])[CH:7]=2)[CH:25]=[CH:26][CH:27]=1)[C:15]1[CH:16]=[CH:17][CH:18]=[CH:19][CH:20]=1.